Dataset: Full USPTO retrosynthesis dataset with 1.9M reactions from patents (1976-2016). Task: Predict the reactants needed to synthesize the given product. (1) Given the product [Cl:15][C:8]1[N:7]=[C:6]([F:18])[N:14]=[C:13]2[C:9]=1[N:10]=[CH:11][NH:12]2, predict the reactants needed to synthesize it. The reactants are: N([O-])=O.[Na+].N[C:6]1[N:14]=[C:13]2[C:9]([N:10]=[CH:11][NH:12]2)=[C:8]([Cl:15])[N:7]=1.[H+].[B-](F)(F)(F)[F:18].[OH-].[Na+]. (2) Given the product [F:30][C:4]1[CH:3]=[C:2]([NH:1][C:56]([NH:55][C:53](=[O:54])[CH2:52][C:46]2[CH:47]=[CH:48][CH:49]=[CH:50][CH:51]=2)=[S:57])[CH:29]=[CH:28][C:5]=1[O:6][C:7]1[CH:12]=[CH:11][N:10]=[C:9]([NH:13][C:14]([N:16]2[CH2:21][CH2:20][N:19]([CH2:22][CH2:23][N:24]3[CH2:27][CH2:26][CH2:25]3)[CH2:18][CH2:17]2)=[O:15])[CH:8]=1, predict the reactants needed to synthesize it. The reactants are: [NH2:1][C:2]1[CH:29]=[CH:28][C:5]([O:6][C:7]2[CH:12]=[CH:11][N:10]=[C:9]([NH:13][C:14]([N:16]3[CH2:21][CH2:20][N:19]([CH2:22][CH2:23][N:24]4[CH2:27][CH2:26][CH2:25]4)[CH2:18][CH2:17]3)=[O:15])[CH:8]=2)=[C:4]([F:30])[CH:3]=1.[C@]12(CS(O)(=O)=O)C(C)(C)C(CC1)CC2=O.[C:46]1([CH2:52][C:53]([N:55]=[C:56]=[S:57])=[O:54])[CH:51]=[CH:50][CH:49]=[CH:48][CH:47]=1.C(OCC)C. (3) Given the product [CH3:6][O:7][C:8]1[CH:13]=[C:12]([O:14][C:15]([F:18])([F:17])[F:16])[CH:11]=[CH:10][C:9]=1[B:22]([OH:23])[OH:21], predict the reactants needed to synthesize it. The reactants are: C([Li])CCC.[CH3:6][O:7][C:8]1[CH:13]=[C:12]([O:14][C:15]([F:18])([F:17])[F:16])[CH:11]=[CH:10][C:9]=1Br.C[O:21][B:22](OC)[O:23]C.Cl. (4) Given the product [Br:15][CH2:12][C:10]1[CH:9]=[CH:8][N:7]=[C:6]([N:1]2[CH:5]=[CH:4][CH:3]=[N:2]2)[CH:11]=1, predict the reactants needed to synthesize it. The reactants are: [N:1]1([C:6]2[CH:11]=[C:10]([CH2:12]O)[CH:9]=[CH:8][N:7]=2)[CH:5]=[CH:4][CH:3]=[N:2]1.P(Br)(Br)[Br:15].C1COCC1.C([O-])(O)=O.[Na+]. (5) Given the product [CH3:6][O:7][C:8]1[CH:9]=[C:10]2[C:15](=[CH:16][C:17]=1[O:18][CH2:37][C@@H:39]1[CH2:40][O:41]1)[N:14]=[CH:13][CH:12]=[C:11]2[O:19][C:20]1[C:21]([CH3:30])=[N:22][C:23]2[C:28]([CH:29]=1)=[CH:27][CH:26]=[CH:25][CH:24]=2, predict the reactants needed to synthesize it. The reactants are: CN(C)C=O.[CH3:6][O:7][C:8]1[CH:9]=[C:10]2[C:15](=[CH:16][C:17]=1[OH:18])[N:14]=[CH:13][CH:12]=[C:11]2[O:19][C:20]1[C:21]([CH3:30])=[N:22][C:23]2[C:28]([CH:29]=1)=[CH:27][CH:26]=[CH:25][CH:24]=2.C(=O)([O-])[O-].[K+].[K+].[CH2:37]([C@H:39]1[O:41][CH2:40]1)Cl. (6) Given the product [CH2:13]([N:15]1[C:19]2[N:20]=[C:21]([C:30]3[CH:35]=[CH:34][C:33]([NH:36][C:5]([NH:37][N:38]4[CH:42]=[N:41][N:40]=[CH:39]4)=[O:11])=[CH:32][CH:31]=3)[N:22]=[C:23]([N:24]3[CH2:25][CH2:26][O:27][CH2:28][CH2:29]3)[C:18]=2[N:17]=[N:16]1)[CH3:14], predict the reactants needed to synthesize it. The reactants are: ClC(Cl)(O[C:5](=[O:11])OC(Cl)(Cl)Cl)Cl.[CH2:13]([N:15]1[C:19]2[N:20]=[C:21]([C:30]3[CH:35]=[CH:34][C:33]([NH2:36])=[CH:32][CH:31]=3)[N:22]=[C:23]([N:24]3[CH2:29][CH2:28][O:27][CH2:26][CH2:25]3)[C:18]=2[N:17]=[N:16]1)[CH3:14].[NH2:37][N:38]1[CH:42]=[N:41][N:40]=[CH:39]1.CCN(CC)CC.